Predict the reactants needed to synthesize the given product. From a dataset of Full USPTO retrosynthesis dataset with 1.9M reactions from patents (1976-2016). (1) Given the product [CH3:4][C:5]1[C:6]2[O:28][CH:27]=[CH:26][C:7]=2[C:8]([N:11]2[CH2:12][CH2:13][N:14]([CH2:17][CH2:18][C@H:19]3[CH2:20][CH2:21][C@H:22]([NH:25][C:35]([CH:32]4[CH2:33][CH2:34][O:29][CH2:30][CH2:31]4)=[O:36])[CH2:23][CH2:24]3)[CH2:15][CH2:16]2)=[N:9][CH:10]=1, predict the reactants needed to synthesize it. The reactants are: Cl.Cl.Cl.[CH3:4][C:5]1[C:6]2[O:28][CH:27]=[CH:26][C:7]=2[C:8]([N:11]2[CH2:16][CH2:15][N:14]([CH2:17][CH2:18][C@H:19]3[CH2:24][CH2:23][C@H:22]([NH2:25])[CH2:21][CH2:20]3)[CH2:13][CH2:12]2)=[N:9][CH:10]=1.[O:29]1[CH2:34][CH2:33][CH:32]([C:35](O)=[O:36])[CH2:31][CH2:30]1. (2) The reactants are: [OH:1][C@H:2]([C@@H:8]([OH:35])[C:9]1[C:17]2[C:12](=[CH:13][CH:14]=[CH:15][CH:16]=2)[N:11]([C:18]2[CH:23]=[CH:22][C:21]([O:24][C:25]3[CH:30]=[CH:29][C:28]([C:31]([F:34])([F:33])[F:32])=[CH:27][N:26]=3)=[CH:20][CH:19]=2)[CH:10]=1)[C:3]([O:5][CH2:6][CH3:7])=[O:4].CC[C@@H]1[C@@H]2C[C@H]([C@@H](OC3C4C(=CC=CC=4)C(O[C@@H](C4C=CN=C5C=4C=C(OC)C=C5)[C@@H]4N5C[C@H](CC)[C@@H](CC5)C4)=NN=3)C3C=CN=C4C=3C=C(OC)C=C4)N(CC2)C1. Given the product [OH:1][C@@H:2]([C@H:8]([OH:35])[C:9]1[C:17]2[C:12](=[CH:13][CH:14]=[CH:15][CH:16]=2)[N:11]([C:18]2[CH:19]=[CH:20][C:21]([O:24][C:25]3[CH:30]=[CH:29][C:28]([C:31]([F:33])([F:34])[F:32])=[CH:27][N:26]=3)=[CH:22][CH:23]=2)[CH:10]=1)[C:3]([O:5][CH2:6][CH3:7])=[O:4], predict the reactants needed to synthesize it. (3) Given the product [CH2:15]([S:20][C:2]1[CH:9]=[CH:8][C:7]([F:10])=[CH:6][C:3]=1[C:4]#[N:5])[CH3:14], predict the reactants needed to synthesize it. The reactants are: F[C:2]1[CH:9]=[CH:8][C:7]([F:10])=[CH:6][C:3]=1[C:4]#[N:5].ClC1C=[CH:14][C:15]([S:20]CC)=C(C=1)C#N. (4) The reactants are: [Br:1][C:2]1[CH:28]=[N:27][C:5]2[N:6]=[C:7]([N:13]3[CH2:16][C:15]([N:18](C)[C:19](=O)OC(C)(C)C)([CH3:17])[CH2:14]3)[C:8]3[N:9]([CH:10]=[N:11][N:12]=3)[C:4]=2[CH:3]=1. Given the product [Br:1][C:2]1[CH:28]=[N:27][C:5]2[N:6]=[C:7]([N:13]3[CH2:16][C:15]([CH3:17])([NH:18][CH3:19])[CH2:14]3)[C:8]3[N:9]([CH:10]=[N:11][N:12]=3)[C:4]=2[CH:3]=1, predict the reactants needed to synthesize it. (5) Given the product [C:20]1([CH2:19][O:26][C@@H:2]([CH3:1])[C@@H:3]([C:15]([O:17][CH3:18])=[O:16])[NH:4][C:5]([O:7][CH2:8][C:9]2[CH:14]=[CH:13][CH:12]=[CH:11][CH:10]=2)=[O:6])[CH:25]=[CH:24][CH:23]=[CH:22][CH:21]=1, predict the reactants needed to synthesize it. The reactants are: [CH3:1][C@@H:2]1[N:4]([C:5]([O:7][CH2:8][C:9]2[CH:14]=[CH:13][CH:12]=[CH:11][CH:10]=2)=[O:6])[C@H:3]1[C:15]([O:17][CH3:18])=[O:16].[CH2:19]([OH:26])[C:20]1[CH:25]=[CH:24][CH:23]=[CH:22][CH:21]=1. (6) Given the product [NH2:1][CH2:4][CH:5]1[C:14]2[C:9](=[CH:10][CH:11]=[C:12]([O:15][CH3:16])[CH:13]=2)[CH2:8][N:7]([C:17]([O:19][C:20]([CH3:23])([CH3:22])[CH3:21])=[O:18])[CH2:6]1, predict the reactants needed to synthesize it. The reactants are: [N:1]([CH2:4][CH:5]1[C:14]2[C:9](=[CH:10][CH:11]=[C:12]([O:15][CH3:16])[CH:13]=2)[CH2:8][N:7]([C:17]([O:19][C:20]([CH3:23])([CH3:22])[CH3:21])=[O:18])[CH2:6]1)=[N+]=[N-].